The task is: Regression. Given two drug SMILES strings and cell line genomic features, predict the synergy score measuring deviation from expected non-interaction effect.. This data is from NCI-60 drug combinations with 297,098 pairs across 59 cell lines. (1) Drug 1: C(CC(=O)O)C(=O)CN.Cl. Drug 2: C1CCC(C(C1)N)N.C(=O)(C(=O)[O-])[O-].[Pt+4]. Cell line: OVCAR-4. Synergy scores: CSS=14.0, Synergy_ZIP=-3.88, Synergy_Bliss=-2.63, Synergy_Loewe=0.358, Synergy_HSA=0.795. (2) Drug 1: CN(C)N=NC1=C(NC=N1)C(=O)N. Drug 2: CC1C(C(CC(O1)OC2CC(CC3=C2C(=C4C(=C3O)C(=O)C5=CC=CC=C5C4=O)O)(C(=O)C)O)N)O. Cell line: SR. Synergy scores: CSS=33.8, Synergy_ZIP=-5.25, Synergy_Bliss=-4.52, Synergy_Loewe=-7.60, Synergy_HSA=0.0125. (3) Drug 1: C(=O)(N)NO. Drug 2: CCCCC(=O)OCC(=O)C1(CC(C2=C(C1)C(=C3C(=C2O)C(=O)C4=C(C3=O)C=CC=C4OC)O)OC5CC(C(C(O5)C)O)NC(=O)C(F)(F)F)O. Cell line: EKVX. Synergy scores: CSS=42.3, Synergy_ZIP=-2.39, Synergy_Bliss=0.0270, Synergy_Loewe=-23.7, Synergy_HSA=-3.94. (4) Drug 1: CCCS(=O)(=O)NC1=C(C(=C(C=C1)F)C(=O)C2=CNC3=C2C=C(C=N3)C4=CC=C(C=C4)Cl)F. Drug 2: COC1=C2C(=CC3=C1OC=C3)C=CC(=O)O2. Cell line: CAKI-1. Synergy scores: CSS=0.445, Synergy_ZIP=-1.48, Synergy_Bliss=-2.28, Synergy_Loewe=-6.77, Synergy_HSA=-4.34. (5) Drug 1: C1CN1P(=S)(N2CC2)N3CC3. Drug 2: CC12CCC3C(C1CCC2OP(=O)(O)O)CCC4=C3C=CC(=C4)OC(=O)N(CCCl)CCCl.[Na+]. Cell line: U251. Synergy scores: CSS=26.0, Synergy_ZIP=-7.00, Synergy_Bliss=-0.397, Synergy_Loewe=-9.59, Synergy_HSA=-0.116. (6) Drug 1: CC1=C2C(C(=O)C3(C(CC4C(C3C(C(C2(C)C)(CC1OC(=O)C(C(C5=CC=CC=C5)NC(=O)OC(C)(C)C)O)O)OC(=O)C6=CC=CC=C6)(CO4)OC(=O)C)OC)C)OC. Drug 2: CNC(=O)C1=CC=CC=C1SC2=CC3=C(C=C2)C(=NN3)C=CC4=CC=CC=N4. Cell line: NCI-H460. Synergy scores: CSS=30.3, Synergy_ZIP=-4.76, Synergy_Bliss=-7.25, Synergy_Loewe=-29.6, Synergy_HSA=-7.07. (7) Drug 1: COC1=CC(=CC(=C1O)OC)C2C3C(COC3=O)C(C4=CC5=C(C=C24)OCO5)OC6C(C(C7C(O6)COC(O7)C8=CC=CS8)O)O. Drug 2: C1=C(C(=O)NC(=O)N1)F. Cell line: MDA-MB-435. Synergy scores: CSS=25.4, Synergy_ZIP=-5.38, Synergy_Bliss=-7.39, Synergy_Loewe=-5.64, Synergy_HSA=-5.25.